Dataset: CYP2C9 inhibition data for predicting drug metabolism from PubChem BioAssay. Task: Regression/Classification. Given a drug SMILES string, predict its absorption, distribution, metabolism, or excretion properties. Task type varies by dataset: regression for continuous measurements (e.g., permeability, clearance, half-life) or binary classification for categorical outcomes (e.g., BBB penetration, CYP inhibition). Dataset: cyp2c9_veith. (1) The compound is CCn1c(SCC(=O)NC2CCCCC2)nc2c(c1=O)SC(C)C2. The result is 0 (non-inhibitor). (2) The compound is NCC[C@H](O)C(=O)N[C@H]1C[C@@H](N)[C@@H](O[C@H]2O[C@@H](CN)[C@@H](O)[C@@H](O)[C@@H]2N)[C@@H](O[C@H]2O[C@@H](CO)[C@@H](O)[C@@H]2O)[C@@H]1O. The result is 0 (non-inhibitor). (3) The compound is ClC(=Nc1cccc2ccccc12)N(c1ccccc1)c1ccccc1. The result is 1 (inhibitor).